From a dataset of Reaction yield outcomes from USPTO patents with 853,638 reactions. Predict the reaction yield, written as a fraction of the theoretical maximum amount of product (1.0 means a 100% yield; for example, 0.34 means a 34% yield). (1) The yield is 0.910. The product is [C:15]([N:11]1[CH2:12][CH2:13][CH:8]([OH:7])[CH2:9][CH2:10]1)#[N:14]. The reactants are C(=O)(O)[O-].[Na+].O.[OH:7][CH:8]1[CH2:13][CH2:12][NH:11][CH2:10][CH2:9]1.[N:14]#[C:15]Br. The catalyst is C(Cl)Cl. (2) The reactants are [C:1]([CH2:4][C:5]1[C:6]([F:15])=[C:7]([F:14])[CH:8]=[CH:9][C:10]=1[N+:11]([O-:13])=[O:12])(=[O:3])[CH3:2].[CH:16](OC)(OC)[O:17]C.[CH2:23](Cl)Cl. No catalyst specified. The product is [F:14][C:7]1[CH:8]=[CH:9][C:10]([N+:11]([O-:13])=[O:12])=[C:5]([CH2:4][C:1]([O:17][CH3:16])([O:3][CH3:23])[CH3:2])[C:6]=1[F:15]. The yield is 0.880. (3) The reactants are [N+](=[CH2:3])=[N-].[C:4]([O:8][C:9]([N:11]1[CH2:15][CH:14]=[CH:13][C@H:12]1[C:16]([OH:18])=[O:17])=[O:10])([CH3:7])([CH3:6])[CH3:5].C(O)(=O)C. The catalyst is ClCCl. The product is [CH3:3][O:17][C:16]([C@@H:12]1[CH:13]=[CH:14][CH2:15][N:11]1[C:9]([O:8][C:4]([CH3:7])([CH3:5])[CH3:6])=[O:10])=[O:18]. The yield is 0.880. (4) The reactants are [CH3:1][N:2]1[CH2:7][CH2:6][N:5]([C:8]2[CH:9]=[C:10]([S:14]([C:17]3[CH:18]=[C:19]([C:24]#[N:25])[S:20][C:21]=3[S:22][CH3:23])(=[O:16])=[O:15])[CH:11]=[CH:12][CH:13]=2)[CH2:4][CH2:3]1.[CH3:26][O-:27].[Na+]. The catalyst is O.CO. The product is [CH3:26][O:27][C:24]([C:19]1[S:20][C:21]([S:22][CH3:23])=[C:17]([S:14]([C:10]2[CH:11]=[CH:12][CH:13]=[C:8]([N:5]3[CH2:4][CH2:3][N:2]([CH3:1])[CH2:7][CH2:6]3)[CH:9]=2)(=[O:16])=[O:15])[CH:18]=1)=[NH:25]. The yield is 0.740.